The task is: Predict the reaction yield, written as a fraction of the theoretical maximum amount of product (1.0 means a 100% yield; for example, 0.34 means a 34% yield).. This data is from Reaction yield outcomes from USPTO patents with 853,638 reactions. (1) The reactants are C(OC([N:8]1[CH2:13][CH2:12][CH:11]([N:14]2[CH:18]=[C:17]([C:19]3[C:20]([O:34][CH:35]4[CH2:38][CH2:37][CH2:36]4)=[C:21]4[C:26](=[CH:27][CH:28]=3)[N:25]([C:29]([O:31][CH3:32])=[O:30])[C@@H:24]([CH3:33])[CH2:23][CH2:22]4)[CH:16]=[N:15]2)[CH:10]([O:39][CH3:40])[CH2:9]1)=O)(C)(C)C.FC(F)(F)C(O)=O. The catalyst is ClCCl. The product is [CH:35]1([O:34][C:20]2[C:19]([C:17]3[CH:16]=[N:15][N:14]([CH:11]4[CH2:12][CH2:13][NH:8][CH2:9][CH:10]4[O:39][CH3:40])[CH:18]=3)=[CH:28][CH:27]=[C:26]3[C:21]=2[CH2:22][CH2:23][C@H:24]([CH3:33])[N:25]3[C:29]([O:31][CH3:32])=[O:30])[CH2:36][CH2:37][CH2:38]1. The yield is 0.430. (2) The product is [OH:32][CH2:31][CH2:30][N:29]([CH2:33][CH2:34][OH:35])[CH2:19][CH2:20][CH2:21][O:1][C:2]1[CH:7]=[C:6]([O:8][CH3:9])[CH:5]=[CH:4][C:3]=1[C:10]([C:12]1[CH:13]=[CH:14][CH:15]=[CH:16][CH:17]=1)=[O:11]. The catalyst is O.CC(C)CC(=O)C. The reactants are [OH:1][C:2]1[CH:7]=[C:6]([O:8][CH3:9])[CH:5]=[CH:4][C:3]=1[C:10]([C:12]1[CH:17]=[CH:16][CH:15]=[CH:14][CH:13]=1)=[O:11].Br[CH2:19][CH2:20][CH2:21]Cl.C(=O)([O-])[O-].[K+].[K+].[NH:29]([CH2:33][CH2:34][OH:35])[CH2:30][CH2:31][OH:32].[I-].[Na+]. The yield is 0.550. (3) The reactants are CON(C)[C:4]([C:6]1[C:11]([NH2:12])=[N:10][CH:9]=[C:8]([I:13])[N:7]=1)=[O:5].[C:15]1([Mg]Br)[CH:20]=[CH:19][CH:18]=[CH:17][CH:16]=1.C(O)(=O)CC(CC(O)=O)(C(O)=O)O. The catalyst is C1COCC1.CCOCC.O.ClCCl. The product is [NH2:12][C:11]1[C:6]([C:4]([C:15]2[CH:20]=[CH:19][CH:18]=[CH:17][CH:16]=2)=[O:5])=[N:7][C:8]([I:13])=[CH:9][N:10]=1. The yield is 0.680. (4) The reactants are C[O:2][C:3]1[C:4]([O:12]C)=[CH:5][C:6]2[S:10][CH:9]=[CH:8][C:7]=2[CH:11]=1. The catalyst is CCOCC.CCCCCC. The product is [S:10]1[C:6]2[CH:5]=[C:4]([OH:12])[C:3]([OH:2])=[CH:11][C:7]=2[CH:8]=[CH:9]1. The yield is 1.00.